Dataset: NCI-60 drug combinations with 297,098 pairs across 59 cell lines. Task: Regression. Given two drug SMILES strings and cell line genomic features, predict the synergy score measuring deviation from expected non-interaction effect. Drug 1: CCC1(CC2CC(C3=C(CCN(C2)C1)C4=CC=CC=C4N3)(C5=C(C=C6C(=C5)C78CCN9C7C(C=CC9)(C(C(C8N6C)(C(=O)OC)O)OC(=O)C)CC)OC)C(=O)OC)O.OS(=O)(=O)O. Drug 2: C1CN(CCN1C(=O)CCBr)C(=O)CCBr. Cell line: HCT116. Synergy scores: CSS=13.9, Synergy_ZIP=1.64, Synergy_Bliss=4.02, Synergy_Loewe=-4.84, Synergy_HSA=-4.19.